Task: Predict the product of the given reaction.. Dataset: Forward reaction prediction with 1.9M reactions from USPTO patents (1976-2016) (1) Given the reactants [OH:1][C@H:2]1[C:11](=[O:12])[C:10]2[CH:9]=[CH:8][C:7]3[N:13]([CH3:17])[C:14]([CH3:16])=[N:15][C:6]=3[C:5]=2[NH:4][C@@H:3]1[C:18]1[CH:23]=[CH:22][CH:21]=[CH:20][CH:19]=1.C(N(C(C)C)C(C)C)C.[C:33](Cl)(=[O:38])[C:34]([CH3:37])([CH3:36])[CH3:35], predict the reaction product. The product is: [CH3:16][C:14]1[N:13]([CH3:17])[C:7]2[CH:8]=[CH:9][C:10]3[C:11](=[O:12])[C@H:2]([O:1][C:33](=[O:38])[C:34]([CH3:37])([CH3:36])[CH3:35])[C@@H:3]([C:18]4[CH:19]=[CH:20][CH:21]=[CH:22][CH:23]=4)[NH:4][C:5]=3[C:6]=2[N:15]=1. (2) The product is: [CH:22]1([NH:18][C:15]2[C:16]3[N:17]=[C:8]([C:4]4[CH:5]=[CH:6][CH:7]=[C:2]([F:1])[CH:3]=4)[CH:9]=[CH:10][C:11]=3[N:12]=[CH:13][N:14]=2)[CH2:25][CH2:24][CH2:23]1.[CH:25]1([CH2:22][NH:18][C:15]2[C:16]3[N:17]=[C:8]([C:4]4[CH:5]=[CH:6][CH:7]=[C:2]([F:1])[CH:3]=4)[CH:9]=[CH:10][C:11]=3[N:12]=[CH:13][N:14]=2)[CH2:23][CH2:24]1. Given the reactants [F:1][C:2]1[CH:3]=[C:4]([C:8]2[CH:9]=[CH:10][C:11]3[N:12]=[CH:13][N:14]=[C:15]([NH2:18])[C:16]=3[N:17]=2)[CH:5]=[CH:6][CH:7]=1.[H-].[Na+].Br[CH:22]1[CH2:25][CH2:24][CH2:23]1, predict the reaction product. (3) Given the reactants [CH2:1]([N:3](CC)CC)C.C(OC(Cl)=O)C(C)C.[CH2:16]([N:20]1[C:25]2=[N:26][N:27]([CH2:38][C:39]3[C:48]4[C:43](=[CH:44][CH:45]=[CH:46][CH:47]=4)[CH:42]=[CH:41][CH:40]=3)[C:28]([C:29]3[CH:30]=[C:31]([CH:35]=[CH:36][CH:37]=3)[C:32](O)=[O:33])=[C:24]2[C:23](=[O:49])[N:22]([CH3:50])[C:21]1=[O:51])[CH:17]([CH3:19])[CH3:18].CN, predict the reaction product. The product is: [CH2:16]([N:20]1[C:25]2=[N:26][N:27]([CH2:38][C:39]3[C:48]4[C:43](=[CH:44][CH:45]=[CH:46][CH:47]=4)[CH:42]=[CH:41][CH:40]=3)[C:28]([C:29]3[CH:30]=[C:31]([CH:35]=[CH:36][CH:37]=3)[C:32]([NH:3][CH3:1])=[O:33])=[C:24]2[C:23](=[O:49])[N:22]([CH3:50])[C:21]1=[O:51])[CH:17]([CH3:18])[CH3:19]. (4) Given the reactants [CH3:1][C:2]1([CH3:13])[CH2:7][CH2:6][CH:5]([C:8]([O:10]C)=O)[C:4](=O)[CH2:3]1.[Br:14][C:15]1[CH:20]=[CH:19][N:18]=[C:17]([NH2:21])[CH:16]=1, predict the reaction product. The product is: [Br:14][C:15]1[CH:20]=[CH:19][N:18]2[C:17](=[N:21][C:4]3[CH2:3][C:2]([CH3:1])([CH3:13])[CH2:7][CH2:6][C:5]=3[C:8]2=[O:10])[CH:16]=1. (5) Given the reactants [C:1]([O:5][C:6](=[O:17])[NH:7][C:8]1[CH:9]=[N:10][C:11]([S:14][CH2:15][CH3:16])=[CH:12][CH:13]=1)([CH3:4])([CH3:3])[CH3:2].CN(C)CCN(C)C.C([Li])CCC.[I:31]I, predict the reaction product. The product is: [C:1]([O:5][C:6](=[O:17])[NH:7][C:8]1[CH:9]=[N:10][C:11]([S:14][CH2:15][CH3:16])=[CH:12][C:13]=1[I:31])([CH3:4])([CH3:3])[CH3:2]. (6) Given the reactants [NH2:1][C:2]1[N:7]=[C:6]([C:8]2[CH:13]=[CH:12][C:11]([OH:14])=[CH:10][C:9]=2[CH:15]2[CH2:17][CH2:16]2)[CH:5]=[CH:4][CH:3]=1.[CH3:18][N:19]([CH3:23])[CH2:20][CH2:21]Cl.C([O-])([O-])=O.[Cs+].[Cs+], predict the reaction product. The product is: [CH:15]1([C:9]2[CH:10]=[C:11]([O:14][CH2:21][CH2:20][N:19]([CH3:23])[CH3:18])[CH:12]=[CH:13][C:8]=2[C:6]2[N:7]=[C:2]([NH2:1])[CH:3]=[CH:4][CH:5]=2)[CH2:17][CH2:16]1. (7) Given the reactants [I-].[C:15]1(P([C:15]2[CH:20]=[CH:19][CH:18]=[CH:17][CH:16]=2)[C:15]2[CH:20]=[CH:19][CH:18]=[CH:17][CH:16]=2)[CH:20]=[CH:19][CH:18]=[CH:17][CH:16]=1.C[Si]([N-][Si](C)(C)C)(C)C.[Na+].[CH2:31]([O:33][C:34](=[O:46])[C:35]([C:37]1[CH:42]=[CH:41][C:40]([S:43][CH3:44])=[C:39]([Cl:45])[CH:38]=1)=O)[CH3:32], predict the reaction product. The product is: [CH2:31]([O:33][C:34](=[O:46])[C:35]([C:37]1[CH:42]=[CH:41][C:40]([S:43][CH3:44])=[C:39]([Cl:45])[CH:38]=1)=[CH:15][CH:20]1[CH2:16][CH2:17][CH2:18][CH2:19]1)[CH3:32]. (8) The product is: [ClH:20].[NH2:8][C@@H:9]([CH2:15][CH2:16][S:17][CH3:18])[CH2:10][S:11]([OH:14])(=[O:12])=[O:13]. Given the reactants C(OC([NH:8][C@@H:9]([CH2:15][CH2:16][S:17][CH3:18])[CH2:10][S:11]([O-:14])(=[O:13])=[O:12])=O)(C)(C)C.[Na+].[ClH:20], predict the reaction product. (9) Given the reactants [CH3:1][C:2]([CH3:5])([O-:4])[CH3:3].[K+].C1COCC1.[CH:12]1([CH2:17][C:18](Cl)=[O:19])[CH2:16][CH2:15][CH2:14][CH2:13]1.[Cl-].[NH4+], predict the reaction product. The product is: [CH:12]1([CH2:17][C:18]([O:4][C:2]([CH3:5])([CH3:3])[CH3:1])=[O:19])[CH2:16][CH2:15][CH2:14][CH2:13]1. (10) Given the reactants CC(C)([O-])C.[K+].[F:7][C:8]1[CH:18]=[CH:17][C:11]2[NH:12][C:13](=O)[CH2:14][O:15][C:10]=2[C:9]=1[CH2:19][CH2:20][N:21]1[CH2:26][CH2:25][N:24]([C:27]2[CH:36]=[CH:35][CH:34]=[C:33]3[C:28]=2[CH:29]=[N:30][C:31]([CH3:37])=[N:32]3)[CH2:23][CH2:22]1.C(OP(Cl)(OCC)=O)C.[N+:47]([CH2:49][C:50]([O:52][CH2:53][CH3:54])=[O:51])#[C-:48], predict the reaction product. The product is: [F:7][C:8]1[CH:18]=[CH:17][C:11]2[N:12]3[CH:48]=[N:47][C:49]([C:50]([O:52][CH2:53][CH3:54])=[O:51])=[C:13]3[CH2:14][O:15][C:10]=2[C:9]=1[CH2:19][CH2:20][N:21]1[CH2:26][CH2:25][N:24]([C:27]2[CH:36]=[CH:35][CH:34]=[C:33]3[C:28]=2[CH:29]=[N:30][C:31]([CH3:37])=[N:32]3)[CH2:23][CH2:22]1.